Predict the reaction yield, written as a fraction of the theoretical maximum amount of product (1.0 means a 100% yield; for example, 0.34 means a 34% yield). From a dataset of Reaction yield outcomes from USPTO patents with 853,638 reactions. (1) The reactants are FC(F)(F)S(O[CH:7]1[N:11]([CH3:12])[N:10]=[C:9]([CH3:13])[CH2:8]1)(=O)=O.[SH:16][CH2:17][CH:18]1[CH2:23][CH2:22][N:21]([C:24]([O:26][C:27]([CH3:30])([CH3:29])[CH3:28])=[O:25])[CH2:20][CH2:19]1.C(=O)([O-])[O-].[K+].[K+].CC1(C)C2C(=C(P(C3C=CC=CC=3)C3C=CC=CC=3)C=CC=2)OC2C(P(C3C=CC=CC=3)C3C=CC=CC=3)=CC=CC1=2. The catalyst is O1CCOCC1.C1C=CC(/C=C/C(/C=C/C2C=CC=CC=2)=O)=CC=1.C1C=CC(/C=C/C(/C=C/C2C=CC=CC=2)=O)=CC=1.C1C=CC(/C=C/C(/C=C/C2C=CC=CC=2)=O)=CC=1.[Pd].[Pd]. The product is [CH3:12][N:11]1[C:7]([S:16][CH2:17][CH:18]2[CH2:23][CH2:22][N:21]([C:24]([O:26][C:27]([CH3:30])([CH3:29])[CH3:28])=[O:25])[CH2:20][CH2:19]2)=[CH:8][C:9]([CH3:13])=[N:10]1. The yield is 0.770. (2) The reactants are [NH:1]([CH2:3][C:4]([OH:6])=[O:5])[CH3:2].[CH3:7][CH:8]([CH3:26])[CH2:9][C:10]([O:12][CH2:13][CH2:14][O:15][C:16](ON1C(=O)CCC1=O)=[O:17])=[O:11]. No catalyst specified. The product is [CH3:2][N:1]([C:16]([O:15][CH2:14][CH2:13][O:12][C:10](=[O:11])[CH2:9][CH:8]([CH3:7])[CH3:26])=[O:17])[CH2:3][C:4]([OH:6])=[O:5]. The yield is 0.275. (3) The reactants are Cl[C:2]1[CH:7]=[CH:6][C:5]([C:8]([NH:10][C:11]2[S:12][C:13]([C:21](=[O:28])[C:22]3[CH:27]=[CH:26][CH:25]=[CH:24][CH:23]=3)=[C:14]([C:16]3[O:17][CH:18]=[CH:19][CH:20]=3)[N:15]=2)=[O:9])=[CH:4][N:3]=1.[OH2:29]. The catalyst is N1CCOCC1. The product is [C:21]([C:13]1[S:12][C:11]([NH:10][C:8]([C:5]2[CH:6]=[CH:7][C:2]([N:3]3[CH2:4][CH2:5][O:29][CH2:7][CH2:2]3)=[N:3][CH:4]=2)=[O:9])=[N:15][C:14]=1[C:16]1[O:17][CH:18]=[CH:19][CH:20]=1)(=[O:28])[C:22]1[CH:27]=[CH:26][CH:25]=[CH:24][CH:23]=1. The yield is 0.720. (4) The reactants are [N+:1]([C:4]1[CH:11]=[C:10]([O:12][CH2:13][CH:14]2[CH2:19][CH2:18][N:17]([CH3:20])[CH2:16][CH2:15]2)[C:9]([O:21][CH3:22])=[CH:8][C:5]=1[C:6]#[N:7])([O-])=O.[O-]S(S([O-])=O)=O.[Na+].[Na+].Cl. The catalyst is C1COCC1.[Cl-].C([N+](C)(C)C)C1C=CC=CC=1.O. The product is [NH2:1][C:4]1[CH:11]=[C:10]([O:12][CH2:13][CH:14]2[CH2:15][CH2:16][N:17]([CH3:20])[CH2:18][CH2:19]2)[C:9]([O:21][CH3:22])=[CH:8][C:5]=1[C:6]#[N:7]. The yield is 0.750. (5) The reactants are [NH2:1][C:2]1[CH:9]=[CH:8][C:5]([C:6]#[N:7])=[CH:4][CH:3]=1.C[Al](C)C.[F:14][C:15]1[CH:20]=[C:19]([F:21])[CH:18]=[CH:17][C:16]=1[C@@:22]([OH:49])([CH2:43][N:44]1[CH:48]=[N:47][CH:46]=[N:45]1)[C@H:23]([S:25][C@@H:26]1[CH2:31][O:30][C@@H:29]([C:32]2[CH:41]=[CH:40][C:35]([C:36](OC)=[O:37])=[CH:34][C:33]=2[F:42])[O:28][CH2:27]1)[CH3:24]. No catalyst specified. The product is [C:6]([C:5]1[CH:8]=[CH:9][C:2]([NH:1][C:36](=[O:37])[C:35]2[CH:40]=[CH:41][C:32]([C@H:29]3[O:30][CH2:31][C@H:26]([S:25][C@H:23]([CH3:24])[C@:22]([C:16]4[CH:17]=[CH:18][C:19]([F:21])=[CH:20][C:15]=4[F:14])([OH:49])[CH2:43][N:44]4[CH:48]=[N:47][CH:46]=[N:45]4)[CH2:27][O:28]3)=[C:33]([F:42])[CH:34]=2)=[CH:3][CH:4]=1)#[N:7]. The yield is 0.750. (6) The reactants are F[C:2]1[C:10]([F:11])=[C:9]([F:12])[CH:8]=[CH:7][C:3]=1[C:4]([OH:6])=[O:5].[F:13][C:14]1[CH:20]=[C:19]([S:21][CH2:22][CH3:23])[CH:18]=[CH:17][C:15]=1[NH2:16].[Li+].C[Si]([N-][Si](C)(C)C)(C)C. The catalyst is C1COCC1. The product is [F:11][C:10]1[C:2]([NH:16][C:15]2[CH:17]=[CH:18][C:19]([S:21][CH2:22][CH3:23])=[CH:20][C:14]=2[F:13])=[C:3]([CH:7]=[CH:8][C:9]=1[F:12])[C:4]([OH:6])=[O:5]. The yield is 0.550. (7) The reactants are [Cl:1][C:2]1[C:3]([O:16][CH3:17])=[CH:4][C:5]([CH3:15])=[C:6]([CH:8](O)[C:9]([O:11][CH2:12][CH3:13])=[O:10])[CH:7]=1.S(Cl)([Cl:20])=O. No catalyst specified. The product is [Cl:20][CH:8]([C:6]1[CH:7]=[C:2]([Cl:1])[C:3]([O:16][CH3:17])=[CH:4][C:5]=1[CH3:15])[C:9]([O:11][CH2:12][CH3:13])=[O:10]. The yield is 0.990. (8) The reactants are [CH:1]([N:4]([CH:30]([CH3:32])[CH3:31])[C:5](=O)[CH2:6][CH:7]([C:14]1[CH:19]=[C:18]([Br:20])[CH:17]=[CH:16][C:15]=1[O:21][CH2:22][C:23]1[CH:28]=[CH:27][CH:26]=[CH:25][CH:24]=1)[C:8]1[CH:13]=[CH:12][CH:11]=[CH:10][CH:9]=1)([CH3:3])[CH3:2].[H-].[Al+3].[Li+].[H-].[H-].[H-].O1CCCC1. The catalyst is O1CCCC1. The product is [CH2:22]([O:21][C:15]1[CH:16]=[CH:17][C:18]([Br:20])=[CH:19][C:14]=1[CH:7]([C:8]1[CH:9]=[CH:10][CH:11]=[CH:12][CH:13]=1)[CH2:6][CH2:5][N:4]([CH:1]([CH3:2])[CH3:3])[CH:30]([CH3:32])[CH3:31])[C:23]1[CH:24]=[CH:25][CH:26]=[CH:27][CH:28]=1. The yield is 0.767. (9) The reactants are [F:1][C:2]1[CH:3]=[C:4]([CH:15]=[CH:16][C:17]=1[NH:18][C:19]([C:21]1([C:24](=[O:33])[NH:25][C:26]2[CH:31]=[CH:30][C:29]([F:32])=[CH:28][CH:27]=2)[CH2:23][CH2:22]1)=[O:20])[O:5][C:6]1[CH:11]=[CH:10][N:9]=[C:8](C(N)=O)[CH:7]=1.O.FC(F)(F)C(OI(C1C=CC=CC=1)OC(=O)C(F)(F)F)=O.[N:56]1C=CC=CC=1. The catalyst is CN(C)C=O. The product is [NH2:56][C:8]1[CH:7]=[C:6]([O:5][C:4]2[CH:15]=[CH:16][C:17]([NH:18][C:19]([C:21]3([C:24]([NH:25][C:26]4[CH:31]=[CH:30][C:29]([F:32])=[CH:28][CH:27]=4)=[O:33])[CH2:22][CH2:23]3)=[O:20])=[C:2]([F:1])[CH:3]=2)[CH:11]=[CH:10][N:9]=1. The yield is 0.660. (10) The reactants are [CH3:1][C:2]1[N:29]=[C:5]2[NH:6][C:7](=[O:28])[C:8]([CH2:13][C:14]3[CH:19]=[CH:18][C:17]([C:20]4[C:21]([C:26]#[N:27])=[CH:22][CH:23]=[CH:24][CH:25]=4)=[CH:16][CH:15]=3)=[C:9]([CH2:10][CH2:11][CH3:12])[N:4]2[N:3]=1.I[CH2:31][C:32]([CH3:35])([CH3:34])[CH3:33].[C:36](=[O:39])([O-])[O-:37].[Cs+].[Cs+].[Cl-].O[NH3+:44].C(=O)([O-])O.[Na+]. The catalyst is C(OCC)(=O)C.CS(C)=O.CN(C)C(=O)C. The product is [CH3:31][C:32]([CH3:35])([CH3:34])[CH2:33][N:6]1[C:7](=[O:28])[C:8]([CH2:13][C:14]2[CH:19]=[CH:18][C:17]([C:20]3[CH:25]=[CH:24][CH:23]=[CH:22][C:21]=3[C:26]3[NH:44][C:36](=[O:39])[O:37][N:27]=3)=[CH:16][CH:15]=2)=[C:9]([CH2:10][CH2:11][CH3:12])[N:4]2[N:3]=[C:2]([CH3:1])[N:29]=[C:5]12. The yield is 0.200.